Dataset: NCI-60 drug combinations with 297,098 pairs across 59 cell lines. Task: Regression. Given two drug SMILES strings and cell line genomic features, predict the synergy score measuring deviation from expected non-interaction effect. (1) Drug 1: C1CC(=O)NC(=O)C1N2CC3=C(C2=O)C=CC=C3N. Drug 2: C1CC(=O)NC(=O)C1N2C(=O)C3=CC=CC=C3C2=O. Cell line: SR. Synergy scores: CSS=14.2, Synergy_ZIP=-5.80, Synergy_Bliss=-2.91, Synergy_Loewe=-2.82, Synergy_HSA=-1.37. (2) Drug 1: CC1=C2C(C(=O)C3(C(CC4C(C3C(C(C2(C)C)(CC1OC(=O)C(C(C5=CC=CC=C5)NC(=O)OC(C)(C)C)O)O)OC(=O)C6=CC=CC=C6)(CO4)OC(=O)C)OC)C)OC. Drug 2: C1CNP(=O)(OC1)N(CCCl)CCCl. Cell line: LOX IMVI. Synergy scores: CSS=15.0, Synergy_ZIP=-4.35, Synergy_Bliss=-8.33, Synergy_Loewe=-41.2, Synergy_HSA=-9.19. (3) Drug 1: C1CCC(C1)C(CC#N)N2C=C(C=N2)C3=C4C=CNC4=NC=N3. Drug 2: C1=CC=C(C=C1)NC(=O)CCCCCCC(=O)NO. Cell line: UO-31. Synergy scores: CSS=16.0, Synergy_ZIP=-2.24, Synergy_Bliss=1.60, Synergy_Loewe=2.80, Synergy_HSA=3.21. (4) Drug 1: CC(CN1CC(=O)NC(=O)C1)N2CC(=O)NC(=O)C2. Drug 2: CC1=CC2C(CCC3(C2CCC3(C(=O)C)OC(=O)C)C)C4(C1=CC(=O)CC4)C. Cell line: MOLT-4. Synergy scores: CSS=56.5, Synergy_ZIP=-0.710, Synergy_Bliss=1.35, Synergy_Loewe=-11.4, Synergy_HSA=3.91.